From a dataset of Catalyst prediction with 721,799 reactions and 888 catalyst types from USPTO. Predict which catalyst facilitates the given reaction. (1) Reactant: CCN([CH:7]([CH3:9])C)C(C)C.C([O:12][C:13]1[C:22]([O:23][CH3:24])=[CH:21][C:20]2[C:19](C3C=CC(C(O)=O)=CC=3)=[N:18][C@@H:17]3[CH2:34][CH2:35][S:36][CH2:37][C@@H:16]3[C:15]=2[CH:14]=1)C.Cl.[F:39][C:40]1[C:69]([F:70])=[C:68]([O:71][CH3:72])[CH:67]=[CH:66][C:41]=1[CH2:42][N:43]1[C:48]2[CH:49]=[C:50]([C:52]3[CH:57]=[CH:56][CH:55]=[CH:54][CH:53]=3)[S:51][C:47]=2[C:46](=[O:58])[N:45]([CH:59]2[CH2:64][CH2:63][NH:62][CH2:61][CH2:60]2)[C:44]1=[O:65].CN(C(ON1N=N[C:83]2[CH:84]=[CH:85][CH:86]=[CH:87][C:82]1=2)=[N+](C)C)C.F[P-](F)(F)(F)(F)F.[C:97](=O)(O)[O-:98].[Na+]. Product: [F:39][C:40]1[C:69]([F:70])=[C:68]([O:71][CH3:72])[CH:67]=[CH:66][C:41]=1[CH2:42][N:43]1[C:48]2[CH:49]=[C:50]([C:52]3[CH:57]=[CH:56][CH:55]=[CH:54][CH:53]=3)[S:51][C:47]=2[C:46](=[O:58])[N:45]([CH:59]2[CH2:60][CH2:61][N:62]([C:97]([C:82]3[CH:83]=[CH:84][C:85]([C:19]4[C:20]5[CH:21]=[C:22]([O:23][CH3:24])[C:13]([O:12][CH2:7][CH3:9])=[CH:14][C:15]=5[C@H:16]5[CH2:37][S:36][CH2:35][CH2:34][C@H:17]5[N:18]=4)=[CH:86][CH:87]=3)=[O:98])[CH2:63][CH2:64]2)[C:44]1=[O:65]. The catalyst class is: 2. (2) Reactant: [CH2:1]([C:3]([C:13]1[C:21]2[C:16](=[C:17]([N+:22]([O-])=O)[CH:18]=[CH:19][CH:20]=2)[N:15]([CH3:25])[CH:14]=1)([C:6]1[CH:11]=[CH:10][C:9]([F:12])=[CH:8][CH:7]=1)[CH2:4][CH3:5])[CH3:2]. Product: [CH2:1]([C:3]([C:13]1[C:21]2[C:16](=[C:17]([NH2:22])[CH:18]=[CH:19][CH:20]=2)[N:15]([CH3:25])[CH:14]=1)([C:6]1[CH:7]=[CH:8][C:9]([F:12])=[CH:10][CH:11]=1)[CH2:4][CH3:5])[CH3:2]. The catalyst class is: 78. (3) The catalyst class is: 521. Product: [CH:44]([O:43][C:35]1[CH:34]=[C:33]([C:30]2[N:31]=[CH:32][N:28](/[CH:27]=[CH:26]\[C:25]([NH:49][NH2:50])=[O:47])[N:29]=2)[CH:38]=[C:37]([C:39]([F:41])([F:40])[F:42])[CH:36]=1)([CH3:46])[CH3:45]. Reactant: [CH:44]([O:43][C:35]1[CH:34]=[C:33]([C:30]2[N:31]=[CH:32][N:28](/[CH:27]=[CH:26]\[C:25](O[C:25](=[O:47])/[CH:26]=[CH:27]\[N:28]3[CH:32]=[N:31][C:30]([C:33]4[CH:38]=[C:37]([C:39]([F:42])([F:41])[F:40])[CH:36]=[C:35]([O:43][CH:44]([CH3:46])[CH3:45])[CH:34]=4)=[N:29]3)=[O:47])[N:29]=2)[CH:38]=[C:37]([C:39]([F:40])([F:42])[F:41])[CH:36]=1)([CH3:45])[CH3:46].O.[NH2:49][NH2:50]. (4) Reactant: [F:1][C:2]1[CH:32]=[CH:31][C:5]([CH2:6][NH:7][C:8]([C:10]2[N:11]=[C:12]3[N:17]([C:18](=[O:28])[C:19]=2[O:20][CH2:21][C:22]2[CH:27]=[CH:26][CH:25]=[CH:24][CH:23]=2)[CH2:16][CH2:15][O:14][C:13]3([CH3:30])[CH3:29])=[O:9])=[C:4](I)[CH:3]=1.[CH3:34][N:35]1[C:39](B2OC(C)(C)C(C)(C)O2)=[CH:38][CH:37]=[N:36]1.C(=O)([O-])[O-].[Na+].[Na+]. Product: [F:1][C:2]1[CH:32]=[CH:31][C:5]([CH2:6][NH:7][C:8]([C:10]2[N:11]=[C:12]3[N:17]([C:18](=[O:28])[C:19]=2[O:20][CH2:21][C:22]2[CH:27]=[CH:26][CH:25]=[CH:24][CH:23]=2)[CH2:16][CH2:15][O:14][C:13]3([CH3:30])[CH3:29])=[O:9])=[C:4]([C:39]2[N:35]([CH3:34])[N:36]=[CH:37][CH:38]=2)[CH:3]=1. The catalyst class is: 73. (5) Reactant: [CH:1]([C:3]1[CH:4]=[C:5]([CH:10]=[CH:11][C:12]=1[OH:13])[C:6]([O:8][CH3:9])=[O:7])=[O:2].C([O-])([O-])=O.[K+].[K+].Br[CH2:21][CH:22]1[CH2:24][CH2:23]1. Product: [CH:22]1([CH2:21][O:13][C:12]2[CH:11]=[CH:10][C:5]([C:6]([O:8][CH3:9])=[O:7])=[CH:4][C:3]=2[CH:1]=[O:2])[CH2:24][CH2:23]1. The catalyst class is: 3. (6) Reactant: C([O:4][CH2:5][C:6]([N:8]([CH2:22][C:23]1[CH:28]=[CH:27][CH:26]=[CH:25][C:24]=1[O:29][CH3:30])[C:9]1[CH:14]=[CH:13][CH:12]=[CH:11][C:10]=1[O:15][C:16]1[CH:21]=[CH:20][CH:19]=[CH:18][CH:17]=1)=[O:7])(=O)C.C(=O)([O-])[O-].[K+].[K+].O. Product: [OH:4][CH2:5][C:6]([N:8]([CH2:22][C:23]1[CH:28]=[CH:27][CH:26]=[CH:25][C:24]=1[O:29][CH3:30])[C:9]1[CH:14]=[CH:13][CH:12]=[CH:11][C:10]=1[O:15][C:16]1[CH:21]=[CH:20][CH:19]=[CH:18][CH:17]=1)=[O:7]. The catalyst class is: 5. (7) Reactant: [CH3:1][C:2]1[N:3]=[C:4]2[CH:9]=[CH:8][CH:7]=[CH:6][N:5]2[C:10]=1[CH2:11]O.[NH2:13][C:14]1[CH:19]=[CH:18][C:17]([SH:20])=[CH:16][CH:15]=1.[OH-].[Na+]. Product: [NH2:13][C:14]1[CH:19]=[CH:18][C:17]([S:20][CH2:11][C:10]2[N:5]3[CH:6]=[CH:7][CH:8]=[CH:9][C:4]3=[N:3][C:2]=2[CH3:1])=[CH:16][CH:15]=1. The catalyst class is: 33. (8) Reactant: O1CCCC1CCO.C([O:16][C:17]1[CH:22]=[C:21]([O:23][CH2:24][O:25][CH3:26])[CH:20]=[CH:19][C:18]=1/[CH:27]=[CH:28]/[C:29]([O:31][CH2:32][CH3:33])=[O:30])C1C=CC=CC=1. Product: [OH:16][C:17]1[CH:22]=[C:21]([O:23][CH2:24][O:25][CH3:26])[CH:20]=[CH:19][C:18]=1[CH2:27][CH2:28][C:29]([O:31][CH2:32][CH3:33])=[O:30]. The catalyst class is: 719. (9) Reactant: [Cl:1][C:2]1[CH:7]=[CH:6][C:5]([CH:8]([OH:26])[C:9]([NH:11][CH2:12][CH2:13][C:14]2[CH:19]=[CH:18][C:17]([O:20][CH2:21][C:22]#[CH:23])=[C:16]([O:24][CH3:25])[CH:15]=2)=[O:10])=[CH:4][CH:3]=1.[H-].[Na+].I[CH3:30]. Product: [Cl:1][C:2]1[CH:3]=[CH:4][C:5]([CH:8]([O:26][CH3:30])[C:9]([NH:11][CH2:12][CH2:13][C:14]2[CH:19]=[CH:18][C:17]([O:20][CH2:21][C:22]#[CH:23])=[C:16]([O:24][CH3:25])[CH:15]=2)=[O:10])=[CH:6][CH:7]=1. The catalyst class is: 9. (10) Reactant: C1C(=O)N([Cl:8])C(=O)C1.C1COCC1.[NH2:14][C:15]1[C:16]2[CH:28]=[C:27]([CH:29]=[O:30])[S:26][C:17]=2[N:18]=[C:19]([C:21]2[O:22][CH:23]=[CH:24][CH:25]=2)[N:20]=1. Product: [NH2:14][C:15]1[C:16]2[CH:28]=[C:27]([CH:29]=[O:30])[S:26][C:17]=2[N:18]=[C:19]([C:21]2[O:22][C:23]([Cl:8])=[CH:24][CH:25]=2)[N:20]=1. The catalyst class is: 25.